This data is from Catalyst prediction with 721,799 reactions and 888 catalyst types from USPTO. The task is: Predict which catalyst facilitates the given reaction. (1) Reactant: Cl[C:2]1[CH:7]=[CH:6][C:5]([N+:8]([O-:10])=[O:9])=[CH:4][N:3]=1.FC(F)(F)C(O)=O.[CH2:18]1[C:22]2[CH2:23][NH:24][CH2:25][C:21]=2[CH2:20][N:19]1[C:26]([C:28]1[CH:33]=[CH:32][CH:31]=[CH:30][C:29]=1[C:34]([F:37])([F:36])[F:35])=[O:27].C(=O)([O-])[O-].[Cs+].[Cs+]. Product: [N+:8]([C:5]1[CH:6]=[CH:7][C:2]([N:24]2[CH2:25][C:21]3[CH2:20][N:19]([C:26]([C:28]4[CH:33]=[CH:32][CH:31]=[CH:30][C:29]=4[C:34]([F:35])([F:37])[F:36])=[O:27])[CH2:18][C:22]=3[CH2:23]2)=[N:3][CH:4]=1)([O-:10])=[O:9]. The catalyst class is: 3. (2) Reactant: [CH3:1][CH2:2][O-:3].[Na+].CCO.Cl[CH2:9][C:10]1[CH:15]=[CH:14][C:13]([CH3:16])=[C:12]([N+:17]([O-:19])=[O:18])[CH:11]=1. Product: [CH2:2]([O:3][CH2:9][C:10]1[CH:15]=[CH:14][C:13]([CH3:16])=[C:12]([N+:17]([O-:19])=[O:18])[CH:11]=1)[CH3:1]. The catalyst class is: 6. (3) Reactant: [NH2:1][C:2]1[CH:10]=[C:9]([Cl:11])[CH:8]=[CH:7][C:3]=1[C:4]([OH:6])=[O:5].[Br:12]Br.Br. Product: [NH2:1][C:2]1[CH:10]=[C:9]([Cl:11])[C:8]([Br:12])=[CH:7][C:3]=1[C:4]([OH:6])=[O:5]. The catalyst class is: 22.